Dataset: Catalyst prediction with 721,799 reactions and 888 catalyst types from USPTO. Task: Predict which catalyst facilitates the given reaction. (1) Reactant: [OH:1][C:2]([C:5]1([NH:10][C:11]([C:13]2[C:21]3[C:16](=[N:17][CH:18]=[C:19]([CH:22]4[CH2:24][CH2:23]4)[N:20]=3)[N:15](COCC[Si](C)(C)C)[CH:14]=2)=[O:12])[CH2:9][CH2:8][CH2:7][CH2:6]1)([CH3:4])[CH3:3].FC(F)(F)C(O)=O. Product: [OH:1][C:2]([C:5]1([NH:10][C:11]([C:13]2[C:21]3[C:16](=[N:17][CH:18]=[C:19]([CH:22]4[CH2:23][CH2:24]4)[N:20]=3)[NH:15][CH:14]=2)=[O:12])[CH2:9][CH2:8][CH2:7][CH2:6]1)([CH3:3])[CH3:4]. The catalyst class is: 2. (2) Reactant: [O:1]=[C:2]1[C:10]2[C:5](=[CH:6][CH:7]=[CH:8][CH:9]=2)[C:4](=[O:11])[N:3]1[O-:12].[K+].Cl[CH2:15][C:16]([C:18]1[CH:23]=[C:22]([CH:24]([CH3:26])[CH3:25])[C:21]([OH:27])=[C:20]([CH:28]([CH3:30])[CH3:29])[CH:19]=1)=[O:17].C(N(CC)CC)C.Cl. Product: [OH:27][C:21]1[C:22]([CH:24]([CH3:26])[CH3:25])=[CH:23][C:18]([C:16](=[O:17])[CH2:15][O:12][N:3]2[C:4](=[O:11])[C:5]3[C:10](=[CH:9][CH:8]=[CH:7][CH:6]=3)[C:2]2=[O:1])=[CH:19][C:20]=1[CH:28]([CH3:30])[CH3:29]. The catalyst class is: 145. (3) Reactant: C(OP([CH2:9][C:10]([O:12][CH2:13][CH3:14])=[O:11])(OCC)=O)C.[H-].[Na+].[Cl:17][C:18]1[CH:34]=[C:33]([C:35]([F:38])([F:37])[F:36])[CH:32]=[CH:31][C:19]=1[CH2:20][N:21]1[C:25]([CH:26]=O)=[CH:24][C:23]([CH:28]2[CH2:30][CH2:29]2)=[N:22]1.[Cl-].[NH4+]. Product: [Cl:17][C:18]1[CH:34]=[C:33]([C:35]([F:38])([F:36])[F:37])[CH:32]=[CH:31][C:19]=1[CH2:20][N:21]1[C:25](/[CH:26]=[CH:9]/[C:10]([O:12][CH2:13][CH3:14])=[O:11])=[CH:24][C:23]([CH:28]2[CH2:29][CH2:30]2)=[N:22]1. The catalyst class is: 348. (4) Reactant: C([N:3](CC)CC)C.[NH2:8][CH2:9][CH2:10][C:11]1[CH:42]=[CH:41][C:14]([O:15][CH2:16][CH2:17][C:18]2[CH:23]=[CH:22][C:21]([OH:24])=[C:20]([C@@H:25]([C:35]3[CH:40]=[CH:39][CH:38]=[CH:37][CH:36]=3)[CH2:26][CH2:27][N:28]([CH:32]([CH3:34])[CH3:33])[CH:29]([CH3:31])[CH3:30])[CH:19]=2)=[CH:13][CH:12]=1.[Cl:43][C:44]1[CH:45]=[C:46]([CH2:51][C:52](O)=[O:53])[CH:47]=[CH:48][C:49]=1[OH:50].C1C=C2N=NN(O)C2=CC=1.O.Cl.CN(C)CCCN=C=NCC. Product: [NH3:3].[Cl:43][C:44]1[CH:45]=[C:46]([CH2:51][C:52]([NH:8][CH2:9][CH2:10][C:11]2[CH:12]=[CH:13][C:14]([O:15][CH2:16][CH2:17][C:18]3[CH:23]=[CH:22][C:21]([OH:24])=[C:20]([C@@H:25]([C:35]4[CH:36]=[CH:37][CH:38]=[CH:39][CH:40]=4)[CH2:26][CH2:27][N:28]([CH:32]([CH3:33])[CH3:34])[CH:29]([CH3:31])[CH3:30])[CH:19]=3)=[CH:41][CH:42]=2)=[O:53])[CH:47]=[CH:48][C:49]=1[OH:50]. The catalyst class is: 2. (5) Reactant: [NH+]1C=CC=CC=1.[N+:7]([CH:10]([C:14]#[N:15])[C:11]([CH3:13])=O)([O-:9])=[O:8].Cl.[CH3:17][CH2:18][CH:19]([NH:22][NH2:23])[CH2:20][CH3:21].C(N(CC)CC)C. Product: [CH2:18]([CH:19]([N:22]1[C:14]([NH2:15])=[C:10]([N+:7]([O-:9])=[O:8])[C:11]([CH3:13])=[N:23]1)[CH2:20][CH3:21])[CH3:17]. The catalyst class is: 5. (6) Reactant: [NH2:1][CH2:2][C:3]1[CH:4]=[CH:5][C:6]([Cl:25])=[C:7]([C:9]2[NH:13][C:12](=[O:14])[N:11]([C:15]3[CH:20]=[CH:19][C:18]([C:21]([F:24])([F:23])[F:22])=[CH:17][CH:16]=3)[N:10]=2)[CH:8]=1.CCN(C(C)C)C(C)C.[O:35]1[C:39]([C:40](Cl)=[O:41])=[CH:38][CH:37]=[N:36]1. Product: [Cl:25][C:6]1[CH:5]=[CH:4][C:3]([CH2:2][NH:1][C:40]([C:39]2[O:35][N:36]=[CH:37][CH:38]=2)=[O:41])=[CH:8][C:7]=1[C:9]1[NH:13][C:12](=[O:14])[N:11]([C:15]2[CH:16]=[CH:17][C:18]([C:21]([F:24])([F:23])[F:22])=[CH:19][CH:20]=2)[N:10]=1. The catalyst class is: 1. (7) Reactant: C1C(=O)N([Br:8])C(=O)C1.[Br:9][C:10]1[CH:11]=[C:12]([C:20]([F:23])([F:22])[F:21])[C:13]([CH3:19])=[C:14]([N+:16]([O-:18])=[O:17])[CH:15]=1. Product: [Br:9][C:10]1[CH:11]=[C:12]([C:20]([F:21])([F:22])[F:23])[C:13]([CH2:19][Br:8])=[C:14]([N+:16]([O-:18])=[O:17])[CH:15]=1. The catalyst class is: 53. (8) Reactant: [NH2:1][C:2]1[C:7]([O:8][CH2:9][CH:10]2[CH2:15][CH2:14][N:13](C(OC(C)(C)C)=O)[CH2:12][CH2:11]2)=[CH:6][C:5]([C:23]2[N:24]=[N:25][N:26]([CH3:29])[C:27]=2C)=[CH:4][N:3]=1.Cl. Product: [CH3:29][N:26]1[CH:27]=[C:23]([C:5]2[CH:6]=[C:7]([O:8][CH2:9][CH:10]3[CH2:15][CH2:14][NH:13][CH2:12][CH2:11]3)[C:2]([NH2:1])=[N:3][CH:4]=2)[N:24]=[N:25]1. The catalyst class is: 2. (9) Reactant: [H-].[Na+].[C:3]1([C:9]2[NH:10][CH2:11][CH2:12][N:13]=2)[CH:8]=[CH:7][CH:6]=[CH:5][CH:4]=1.Br[CH:15]([C:22]1[CH:27]=[CH:26][CH:25]=[CH:24][CH:23]=1)[C:16]1[CH:21]=[CH:20][CH:19]=[CH:18][CH:17]=1. Product: [C:16]1([CH:15]([C:22]2[CH:23]=[CH:24][CH:25]=[CH:26][CH:27]=2)[N:13]2[CH2:12][CH2:11][N:10]=[C:9]2[C:3]2[CH:4]=[CH:5][CH:6]=[CH:7][CH:8]=2)[CH:21]=[CH:20][CH:19]=[CH:18][CH:17]=1. The catalyst class is: 3. (10) Reactant: [CH2:1]([N:3]=[C:4]=[O:5])[CH3:2].[O:6]1[C:10]2[CH:11]=[CH:12][CH:13]=[CH:14][C:9]=2[C:8](=[O:15])[NH:7]1. Product: [CH2:1]([NH:3][C:4]([N:7]1[C:8](=[O:15])[C:9]2[CH:14]=[CH:13][CH:12]=[CH:11][C:10]=2[O:6]1)=[O:5])[CH3:2]. The catalyst class is: 1.